Dataset: Forward reaction prediction with 1.9M reactions from USPTO patents (1976-2016). Task: Predict the product of the given reaction. Given the reactants [C:1]([O:5][C:6](=[O:15])[NH:7][CH:8]1[CH2:12][CH2:11][CH:10]([CH2:13][NH2:14])[CH2:9]1)([CH3:4])([CH3:3])[CH3:2].[Cl:16][C:17]1[CH:25]=[CH:24][C:20]([C:21](Cl)=[O:22])=[CH:19][N:18]=1.C(N(C(C)C)CC)(C)C, predict the reaction product. The product is: [C:1]([O:5][C:6](=[O:15])[NH:7][CH:8]1[CH2:12][CH2:11][CH:10]([CH2:13][NH:14][C:21]([C:20]2[CH:19]=[N:18][C:17]([Cl:16])=[CH:25][CH:24]=2)=[O:22])[CH2:9]1)([CH3:4])([CH3:2])[CH3:3].